This data is from Reaction yield outcomes from USPTO patents with 853,638 reactions. The task is: Predict the reaction yield, written as a fraction of the theoretical maximum amount of product (1.0 means a 100% yield; for example, 0.34 means a 34% yield). (1) The reactants are [F:1][C:2]1[CH:3]=[C:4]([CH:15]=[CH:16][CH:17]=1)[CH2:5][O:6][C:7]1[CH:8]=[CH:9][C:10]([CH2:13][OH:14])=[N:11][CH:12]=1. The catalyst is O=[Mn]=O.C(Cl)(Cl)Cl. The product is [F:1][C:2]1[CH:3]=[C:4]([CH:15]=[CH:16][CH:17]=1)[CH2:5][O:6][C:7]1[CH:8]=[CH:9][C:10]([CH:13]=[O:14])=[N:11][CH:12]=1. The yield is 0.800. (2) The reactants are [Br:1][C:2]1[C:15](=[O:16])[NH:14][C:5]2[N:6]=[C:7]([NH:11][CH2:12][CH3:13])[N:8]=[C:9]([CH3:10])[C:4]=2[CH:3]=1.[H-].[Na+].Br[CH2:20][CH2:21][CH2:22][OH:23]. The catalyst is CN(C=O)C. The product is [Br:1][C:2]1[C:15](=[O:16])[N:14]([CH2:20][CH2:21][CH2:22][OH:23])[C:5]2[N:6]=[C:7]([NH:11][CH2:12][CH3:13])[N:8]=[C:9]([CH3:10])[C:4]=2[CH:3]=1. The yield is 0.270. (3) The reactants are [CH3:1][O:2][C:3](=[O:13])[C:4]1[CH:9]=[CH:8][C:7]([C:10](=[O:12])[CH3:11])=[CH:6][CH:5]=1.[BH4-].[Na+]. The catalyst is CO. The product is [CH3:1][O:2][C:3](=[O:13])[C:4]1[CH:9]=[CH:8][C:7]([CH:10]([OH:12])[CH3:11])=[CH:6][CH:5]=1. The yield is 0.990. (4) The reactants are C[O:2][C:3]([C:5]1[CH:6]=[C:7]([I:15])[CH:8]=[C:9]2[C:14]=1[O:13][CH2:12][CH:11]=[CH:10]2)=[O:4]. The catalyst is [OH-].[K+]. The product is [I:15][C:7]1[CH:8]=[C:9]2[C:14](=[C:5]([C:3]([OH:4])=[O:2])[CH:6]=1)[O:13][CH2:12][CH:11]=[CH:10]2. The yield is 0.880.